The task is: Predict the reactants needed to synthesize the given product.. This data is from Full USPTO retrosynthesis dataset with 1.9M reactions from patents (1976-2016). (1) Given the product [OH:26][C@@H:21]1[CH2:22][CH2:23][CH2:24][CH2:25][C@H:20]1[NH:19][C:17]1[O:18][C:14]2[CH:13]=[C:12]([CH2:11][N:8]3[C:5]4=[N:6][CH:7]=[C:2]([C:30]#[N:31])[CH:3]=[C:4]4[N:10]=[CH:9]3)[CH:28]=[CH:27][C:15]=2[N:16]=1, predict the reactants needed to synthesize it. The reactants are: Br[C:2]1[CH:3]=[C:4]2[N:10]=[CH:9][N:8]([CH2:11][C:12]3[CH:28]=[CH:27][C:15]4[N:16]=[C:17]([NH:19][C@@H:20]5[CH2:25][CH2:24][CH2:23][CH2:22][C@H:21]5[OH:26])[O:18][C:14]=4[CH:13]=3)[C:5]2=[N:6][CH:7]=1.O.[CH3:30][N:31](C=O)C. (2) Given the product [C:4]([O:3][C:1](=[O:2])[NH:8][CH2:9][C:10]1[CH:11]=[N:18][NH:17][N:16]=1)([CH3:5])([CH3:6])[CH3:7], predict the reactants needed to synthesize it. The reactants are: [C:1]([NH:8][CH2:9][C:10]#[CH:11])([O:3][C:4]([CH3:7])([CH3:6])[CH3:5])=[O:2].C[Si]([N:16]=[N+:17]=[N-:18])(C)C.